Dataset: NCI-60 drug combinations with 297,098 pairs across 59 cell lines. Task: Regression. Given two drug SMILES strings and cell line genomic features, predict the synergy score measuring deviation from expected non-interaction effect. (1) Drug 1: CC1=C(C(CCC1)(C)C)C=CC(=CC=CC(=CC(=O)O)C)C. Drug 2: C1CN(CCN1C(=O)CCBr)C(=O)CCBr. Cell line: PC-3. Synergy scores: CSS=9.06, Synergy_ZIP=-0.205, Synergy_Bliss=3.31, Synergy_Loewe=-2.20, Synergy_HSA=0.0425. (2) Drug 1: C1CCC(C1)C(CC#N)N2C=C(C=N2)C3=C4C=CNC4=NC=N3. Drug 2: N.N.Cl[Pt+2]Cl. Cell line: NCI/ADR-RES. Synergy scores: CSS=-2.89, Synergy_ZIP=0.798, Synergy_Bliss=-2.47, Synergy_Loewe=-5.14, Synergy_HSA=-5.20. (3) Drug 1: C(=O)(N)NO. Drug 2: CS(=O)(=O)OCCCCOS(=O)(=O)C. Cell line: SR. Synergy scores: CSS=61.0, Synergy_ZIP=-0.0752, Synergy_Bliss=-0.00605, Synergy_Loewe=2.69, Synergy_HSA=3.15. (4) Cell line: MDA-MB-231. Drug 1: C(CN)CNCCSP(=O)(O)O. Synergy scores: CSS=21.9, Synergy_ZIP=-5.30, Synergy_Bliss=0.495, Synergy_Loewe=-23.1, Synergy_HSA=-0.222. Drug 2: N.N.Cl[Pt+2]Cl. (5) Drug 1: C1CN1C2=NC(=NC(=N2)N3CC3)N4CC4. Drug 2: C1CNP(=O)(OC1)N(CCCl)CCCl. Cell line: MALME-3M. Synergy scores: CSS=10.3, Synergy_ZIP=-2.26, Synergy_Bliss=-0.734, Synergy_Loewe=-29.0, Synergy_HSA=-1.58. (6) Drug 1: CC1=C2C(C(=O)C3(C(CC4C(C3C(C(C2(C)C)(CC1OC(=O)C(C(C5=CC=CC=C5)NC(=O)OC(C)(C)C)O)O)OC(=O)C6=CC=CC=C6)(CO4)OC(=O)C)OC)C)OC. Drug 2: CC1C(C(=O)NC(C(=O)N2CCCC2C(=O)N(CC(=O)N(C(C(=O)O1)C(C)C)C)C)C(C)C)NC(=O)C3=C4C(=C(C=C3)C)OC5=C(C(=O)C(=C(C5=N4)C(=O)NC6C(OC(=O)C(N(C(=O)CN(C(=O)C7CCCN7C(=O)C(NC6=O)C(C)C)C)C)C(C)C)C)N)C. Cell line: SR. Synergy scores: CSS=79.2, Synergy_ZIP=12.4, Synergy_Bliss=9.17, Synergy_Loewe=4.50, Synergy_HSA=11.2. (7) Drug 1: C1=NC2=C(N=C(N=C2N1C3C(C(C(O3)CO)O)O)F)N. Drug 2: B(C(CC(C)C)NC(=O)C(CC1=CC=CC=C1)NC(=O)C2=NC=CN=C2)(O)O. Cell line: MDA-MB-231. Synergy scores: CSS=71.7, Synergy_ZIP=-0.977, Synergy_Bliss=-0.880, Synergy_Loewe=1.56, Synergy_HSA=3.95.